From a dataset of Full USPTO retrosynthesis dataset with 1.9M reactions from patents (1976-2016). Predict the reactants needed to synthesize the given product. (1) The reactants are: C1C(=NC2C=C(Cl)C(O)=C(Cl)C=2)C=CC(=O)C=1.[NH+]1NN=NC=1.O=C[C@@H]([C@H]([C@@H]([C@@H](CO)O)O)O)O.[O:35]=[C:36]([OH:47])[C@@H:37]([C@H:39]([C@@H:41]([C@@H:43]([CH2:45][OH:46])[OH:44])[OH:42])[OH:40])[OH:38]. Given the product [CH2:45]([OH:46])[C@@H:43]([OH:44])[C@@H:41]([OH:42])[C@H:39]([OH:40])[C:37]([C:36]([OH:47])=[O:35])=[O:38].[O:46]=[CH:45][C@@H:43]([C@H:41]([C@@H:39]([C@@H:37]([C:36]([OH:47])=[O:35])[OH:38])[OH:40])[OH:42])[OH:44], predict the reactants needed to synthesize it. (2) Given the product [C:22]1([C:13]2[N:14]=[C:15]([C:17]([NH2:31])=[O:18])[S:16][CH:12]=2)[CH:27]=[CH:26][CH:25]=[CH:24][CH:23]=1, predict the reactants needed to synthesize it. The reactants are: COCCN1C(=O)C=CC([C:12]2[S:16][C:15]([C:17](OCC)=[O:18])=[N:14][C:13]=2[C:22]2[CH:27]=[CH:26][CH:25]=[CH:24][CH:23]=2)=N1.C1([NH2:31])CC1. (3) Given the product [CH3:1][O:2][C:3]1[C:4](=[O:26])[C:5]([CH3:25])=[C:6]([CH2:12][C:13]2[CH:18]=[CH:17][C:16]([CH2:19][CH2:20][CH2:21][C:22]([NH:30][CH:27]([CH3:29])[CH3:28])=[O:24])=[CH:15][CH:14]=2)[C:7](=[O:11])[C:8]=1[O:9][CH3:10], predict the reactants needed to synthesize it. The reactants are: [CH3:1][O:2][C:3]1[C:4](=[O:26])[C:5]([CH3:25])=[C:6]([CH2:12][C:13]2[CH:18]=[CH:17][C:16]([CH2:19][CH2:20][CH2:21][C:22]([OH:24])=O)=[CH:15][CH:14]=2)[C:7](=[O:11])[C:8]=1[O:9][CH3:10].[CH:27]([NH2:30])([CH3:29])[CH3:28].